This data is from Full USPTO retrosynthesis dataset with 1.9M reactions from patents (1976-2016). The task is: Predict the reactants needed to synthesize the given product. Given the product [C:4]([C:6]1[CH:7]=[CH:8][C:9]([NH:12]/[C:13](=[C:20]2\[C:21](=[O:29])[NH:22][C:23]3[C:28]\2=[CH:27][CH:26]=[CH:25][CH:24]=3)/[C:14]2[CH:19]=[CH:18][CH:17]=[CH:16][CH:15]=2)=[CH:10][CH:11]=1)([OH:5])=[O:3], predict the reactants needed to synthesize it. The reactants are: C([O:3][C:4]([C:6]1[CH:11]=[CH:10][C:9]([NH:12]/[C:13](=[C:20]2\[C:21](=[O:29])[NH:22][C:23]3[C:28]\2=[CH:27][CH:26]=[CH:25][CH:24]=3)/[C:14]2[CH:19]=[CH:18][CH:17]=[CH:16][CH:15]=2)=[CH:8][CH:7]=1)=[O:5])C.[OH-].[Na+].